From a dataset of Catalyst prediction with 721,799 reactions and 888 catalyst types from USPTO. Predict which catalyst facilitates the given reaction. Reactant: [Cl:1][C:2]1[CH:7]=[CH:6][CH:5]=[CH:4][C:3]=1[C:8]1[N:9]([C:18]([O:20][CH2:21][CH3:22])=[O:19])[C:10]2[C:15]([CH:16]=1)=[CH:14][C:13](I)=[CH:12][CH:11]=2.[CH3:23][O:24][C:25](=[O:42])[C:26]1[CH:31]=[CH:30][C:29](B2OC(C)(C)C(C)(C)O2)=[C:28]([CH3:41])[CH:27]=1.C([O-])([O-])=O.[K+].[K+].O1CCOCC1. Product: [Cl:1][C:2]1[CH:7]=[CH:6][CH:5]=[CH:4][C:3]=1[C:8]1[N:9]([C:18]([O:20][CH2:21][CH3:22])=[O:19])[C:10]2[C:15]([CH:16]=1)=[CH:14][C:13]([C:29]1[CH:30]=[CH:31][C:26]([C:25]([O:24][CH3:23])=[O:42])=[CH:27][C:28]=1[CH3:41])=[CH:12][CH:11]=2. The catalyst class is: 6.